From a dataset of Reaction yield outcomes from USPTO patents with 853,638 reactions. Predict the reaction yield, written as a fraction of the theoretical maximum amount of product (1.0 means a 100% yield; for example, 0.34 means a 34% yield). (1) The reactants are F[C:2]1[C:3]([F:13])=[CH:4][C:5]2[O:10][CH2:9][C:8](=[O:11])[NH:7][C:6]=2[CH:12]=1.[Cl:14][CH2:15][CH2:16][CH2:17]I.C([O-])([O-])=O.[Cs+].[Cs+]. The catalyst is CC#N. The product is [Cl:14][CH2:15][CH2:16][CH2:17][N:7]1[C:6]2[CH:12]=[CH:2][C:3]([F:13])=[CH:4][C:5]=2[O:10][CH2:9][C:8]1=[O:11]. The yield is 0.890. (2) The reactants are [Cl:1][C:2]1[CH:7]=[CH:6][N:5]=[C:4]([NH2:8])[CH:3]=1.[Br:9]N1C(=O)CCC1=O.C(Cl)Cl.[OH-].[Na+]. The catalyst is C(Cl)(Cl)Cl. The product is [Br:9][C:7]1[C:2]([Cl:1])=[CH:3][C:4]([NH2:8])=[N:5][CH:6]=1. The yield is 0.380. (3) The reactants are [NH2:1][C:2]1[CH:7]=[CH:6][C:5]([C:8]([N:10]2[CH2:15][CH2:14][CH:13]([NH:16][C:17]3[N:22]=[C:21]([C:23]4[C:31]5[C:26](=[CH:27][CH:28]=[CH:29][CH:30]=5)[NH:25][CH:24]=4)[C:20]([Cl:32])=[CH:19][N:18]=3)[CH2:12][CH2:11]2)=[O:9])=[CH:4][C:3]=1[CH3:33].C[CH2:35][N:36]([CH:40]([CH3:42])C)[CH:37](C)C.BrC/C=[CH:46]/[C:47](Cl)=[O:48].CNC. The catalyst is C1COCC1.CN1C(=O)CCC1. The product is [Cl:32][C:20]1[C:21]([C:23]2[C:31]3[C:26](=[CH:27][CH:28]=[CH:29][CH:30]=3)[NH:25][CH:24]=2)=[N:22][C:17]([NH:16][CH:13]2[CH2:14][CH2:15][N:10]([C:8]([C:5]3[CH:6]=[CH:7][C:2]([NH:1][C:47](=[O:48])/[CH:46]=[CH:42]/[CH2:40][N:36]([CH3:35])[CH3:37])=[C:3]([CH3:33])[CH:4]=3)=[O:9])[CH2:11][CH2:12]2)=[N:18][CH:19]=1. The yield is 0.330.